This data is from Peptide-MHC class II binding affinity with 134,281 pairs from IEDB. The task is: Regression. Given a peptide amino acid sequence and an MHC pseudo amino acid sequence, predict their binding affinity value. This is MHC class II binding data. (1) The peptide sequence is IGPEAAEAAAAAPAA. The binding affinity (normalized) is 0.0746. The MHC is HLA-DQA10201-DQB10202 with pseudo-sequence HLA-DQA10201-DQB10202. (2) The peptide sequence is GPLRISASSAAQRRG. The MHC is HLA-DQA10201-DQB10301 with pseudo-sequence HLA-DQA10201-DQB10301. The binding affinity (normalized) is 0.689. (3) The peptide sequence is YLQMNSLRAEDTAVY. The MHC is DRB1_0301 with pseudo-sequence DRB1_0301. The binding affinity (normalized) is 0.311. (4) The peptide sequence is AAIVNKLKAILVDLE. The MHC is HLA-DQA10101-DQB10501 with pseudo-sequence HLA-DQA10101-DQB10501. The binding affinity (normalized) is 0.0202. (5) The peptide sequence is EKYVTSAPMPEPGAPG. The MHC is H-2-IAb with pseudo-sequence H-2-IAb. The binding affinity (normalized) is 0.158.